From a dataset of NCI-60 drug combinations with 297,098 pairs across 59 cell lines. Regression. Given two drug SMILES strings and cell line genomic features, predict the synergy score measuring deviation from expected non-interaction effect. (1) Drug 1: CC1C(C(CC(O1)OC2CC(CC3=C2C(=C4C(=C3O)C(=O)C5=C(C4=O)C(=CC=C5)OC)O)(C(=O)CO)O)N)O.Cl. Drug 2: CC1CCCC2(C(O2)CC(NC(=O)CC(C(C(=O)C(C1O)C)(C)C)O)C(=CC3=CSC(=N3)C)C)C. Cell line: SW-620. Synergy scores: CSS=46.2, Synergy_ZIP=2.84, Synergy_Bliss=-0.548, Synergy_Loewe=-1.92, Synergy_HSA=-0.401. (2) Drug 2: C(=O)(N)NO. Cell line: KM12. Drug 1: CC1=C2C(C(=O)C3(C(CC4C(C3C(C(C2(C)C)(CC1OC(=O)C(C(C5=CC=CC=C5)NC(=O)OC(C)(C)C)O)O)OC(=O)C6=CC=CC=C6)(CO4)OC(=O)C)O)C)O. Synergy scores: CSS=2.32, Synergy_ZIP=4.62, Synergy_Bliss=7.97, Synergy_Loewe=5.90, Synergy_HSA=4.39. (3) Drug 1: CCC(=C(C1=CC=CC=C1)C2=CC=C(C=C2)OCCN(C)C)C3=CC=CC=C3.C(C(=O)O)C(CC(=O)O)(C(=O)O)O. Drug 2: CCC1(CC2CC(C3=C(CCN(C2)C1)C4=CC=CC=C4N3)(C5=C(C=C6C(=C5)C78CCN9C7C(C=CC9)(C(C(C8N6C)(C(=O)OC)O)OC(=O)C)CC)OC)C(=O)OC)O.OS(=O)(=O)O. Cell line: COLO 205. Synergy scores: CSS=28.5, Synergy_ZIP=9.72, Synergy_Bliss=8.17, Synergy_Loewe=7.46, Synergy_HSA=7.49. (4) Drug 1: CC1C(C(=O)NC(C(=O)N2CCCC2C(=O)N(CC(=O)N(C(C(=O)O1)C(C)C)C)C)C(C)C)NC(=O)C3=C4C(=C(C=C3)C)OC5=C(C(=O)C(=C(C5=N4)C(=O)NC6C(OC(=O)C(N(C(=O)CN(C(=O)C7CCCN7C(=O)C(NC6=O)C(C)C)C)C)C(C)C)C)N)C. Drug 2: CC1C(C(CC(O1)OC2CC(OC(C2O)C)OC3=CC4=CC5=C(C(=O)C(C(C5)C(C(=O)C(C(C)O)O)OC)OC6CC(C(C(O6)C)O)OC7CC(C(C(O7)C)O)OC8CC(C(C(O8)C)O)(C)O)C(=C4C(=C3C)O)O)O)O. Cell line: KM12. Synergy scores: CSS=63.6, Synergy_ZIP=0.183, Synergy_Bliss=3.13, Synergy_Loewe=-16.4, Synergy_HSA=-2.54.